This data is from Reaction yield outcomes from USPTO patents with 853,638 reactions. The task is: Predict the reaction yield, written as a fraction of the theoretical maximum amount of product (1.0 means a 100% yield; for example, 0.34 means a 34% yield). (1) The reactants are CC(NC(=O)[C:7]1[CH:12]=[CH:11][CH:10]=[C:9](C(F)(F)F)[C:8]=1[Cl:17])C#C.N1[N:23]2[CH:24]=[CH:25][CH:26]=[N:27][C:22]2=[N:21]N=1.[Cl:28][C:29]1[CH:37]=[C:36](F)[CH:35]=[CH:34][C:30]=1[C:31]([Cl:33])=[O:32].[CH3:39][CH2:40]N(C(C)C)C(C)C.[CH:48]1C=CC=C[CH:49]=1.C(Br)C=C. No catalyst specified. The product is [Cl:28][C:29]1[CH:37]=[C:36]([Cl:17])[CH:35]=[CH:34][C:30]=1[C:31]([Cl:33])=[O:32].[CH2:48]([C:22]1[N:27]([C:7]2[CH:8]=[CH:9][CH:10]=[CH:11][CH:12]=2)[C:26]2[CH:25]=[CH:24][N:23]=[CH:40][C:39]=2[N:21]=1)[CH3:49]. The yield is 0.520. (2) The reactants are Cl[C:2]1[CH:9]=[C:8]([NH:10][C@@H:11]([C:16]2[CH:21]=[CH:20][CH:19]=[CH:18][CH:17]=2)[C@H:12]([OH:15])[CH2:13][OH:14])[C:5]([C:6]#[N:7])=[CH:4][N:3]=1.[S:22]1[C:26]2[CH:27]=[C:28]([NH2:31])[CH:29]=[CH:30][C:25]=2[N:24]=[CH:23]1.CN1C(=O)CCC1. The catalyst is O. The product is [S:22]1[C:26]2[CH:27]=[C:28]([NH:31][C:2]3[CH:9]=[C:8]([NH:10][C@@H:11]([C:16]4[CH:21]=[CH:20][CH:19]=[CH:18][CH:17]=4)[C@H:12]([OH:15])[CH2:13][OH:14])[C:5]([C:6]#[N:7])=[CH:4][N:3]=3)[CH:29]=[CH:30][C:25]=2[N:24]=[CH:23]1. The yield is 0.820. (3) The yield is 0.0300. No catalyst specified. The product is [F:21][C:22]1[CH:30]=[C:29]2[C:25]([C:26]([C:40]3[CH:41]=[CH:42][C:43]4[O:47][C:46](=[O:48])[N:45]([CH2:49][C:50]([NH2:52])=[O:51])[C:44]=4[CH:53]=3)=[CH:27][NH:28]2)=[CH:24][CH:23]=1. The reactants are FC1C=C2C(C(I)=CN2S(C2C=CC=CC=2)(=O)=O)=CC=1.[F:21][C:22]1[CH:30]=[C:29]2[C:25]([C:26]([C:40]3[CH:41]=[CH:42][C:43]4[O:47][C:46](=[O:48])[N:45]([CH2:49][C:50]([NH2:52])=[O:51])[C:44]=4[CH:53]=3)=[CH:27][N:28]2S(C2C=CC=CC=2)(=O)=O)=[CH:24][CH:23]=1. (4) The reactants are [C:1]([O:4][C:5]1[CH:6]=[C:7]([CH:11]=[C:12]([O:14][CH2:15][C:16]2[CH:21]=[CH:20][CH:19]=[CH:18][CH:17]=2)[CH:13]=1)[C:8](O)=O)(=[O:3])[CH3:2].C(N1CCOCC1)C.[CH:30]([C:32]1[CH:37]=[CH:36][C:35]([O:38][CH2:39][C:40]2[CH:45]=[CH:44][CH:43]=[CH:42][CH:41]=2)=[C:34]([O:46][CH3:47])[CH:33]=1)=C. The catalyst is C1(C)C(C)=CC=CC=1.CC([O-])=O.CC([O-])=O.[Pd+2]. The product is [C:1]([O:4][C:5]1[CH:6]=[C:7](/[CH:8]=[CH:30]/[C:32]2[CH:37]=[CH:36][C:35]([O:38][CH2:39][C:40]3[CH:41]=[CH:42][CH:43]=[CH:44][CH:45]=3)=[C:34]([O:46][CH3:47])[CH:33]=2)[CH:11]=[C:12]([O:14][CH2:15][C:16]2[CH:21]=[CH:20][CH:19]=[CH:18][CH:17]=2)[CH:13]=1)(=[O:3])[CH3:2]. The yield is 0.316. (5) The reactants are [C:1](=[O:15])([O:6][CH2:7][CH2:8][O:9][C:10](=[O:14])[C:11]([CH3:13])=[CH2:12])[O:2][CH:3](Cl)[CH3:4].[C:16]([O-:21])(=[O:20])[C:17]([CH3:19])=[CH2:18].[K+]. The catalyst is CN(C)C=O.C1OCCOCCOCCOCCOCCOC1. The product is [C:1](=[O:15])([O:6][CH2:7][CH2:8][O:9][C:10](=[O:14])[C:11]([CH3:13])=[CH2:12])[O:2][CH:3]([O:21][C:16](=[O:20])[C:17]([CH3:19])=[CH2:18])[CH3:4]. The yield is 0.770. (6) The reactants are [C:1]([C:3]1([C:9]2[CH:10]=[C:11]([CH:16]=[CH:17][CH:18]=2)[C:12]([O:14]C)=[O:13])[CH2:8][CH2:7][O:6][CH2:5][CH2:4]1)#[N:2].O.[OH-].[Li+].CO.O. The catalyst is O1CCCC1. The product is [C:1]([C:3]1([C:9]2[CH:10]=[C:11]([CH:16]=[CH:17][CH:18]=2)[C:12]([OH:14])=[O:13])[CH2:8][CH2:7][O:6][CH2:5][CH2:4]1)#[N:2]. The yield is 0.830. (7) The reactants are C(C1C=CC=C(OC)C=1C(=O)COC1C=C(C)C=C(C)C=1C)(C)C.[CH:25]([C:28]1[CH:33]=[CH:32][C:31]([C:34](=O)[CH2:35][O:36][C:37]2[CH:42]=[C:41]([CH3:43])[CH:40]=[C:39]([CH3:44])[C:38]=2[CH3:45])=[C:30]([O:47][CH3:48])[CH:29]=1)([CH3:27])[CH3:26].O.[O-2].[O-2].[O-2].O=[Si]=O.O=[Si]=O.O=[Si]=O.O=[Si]=O.[Al+3].[Al+3]. The catalyst is C1(C)C=CC=CC=1. The product is [CH:25]([C:28]1[CH:33]=[CH:32][C:31]([C:34]2[C:42]3[C:41]([CH3:43])=[CH:40][C:39]([CH3:44])=[C:38]([CH3:45])[C:37]=3[O:36][CH:35]=2)=[C:30]([O:47][CH3:48])[CH:29]=1)([CH3:27])[CH3:26]. The yield is 0.400. (8) The reactants are [N:1]([C@:4]12[CH2:39][CH2:38][C@@H:37]([C:40]3([CH3:43])[CH2:42][CH2:41]3)[C@@H:5]1[C@@H:6]1[C@@:19]([CH3:22])([CH2:20][CH2:21]2)[C@@:18]2([CH3:23])[C@@H:9]([C@:10]3([CH3:36])[C@@H:15]([CH2:16][CH2:17]2)[C:14]([CH3:25])([CH3:24])[C:13]([C:26]2[CH:35]=[CH:34][C:29]([C:30]([O:32][CH3:33])=[O:31])=[CH:28][CH:27]=2)=[CH:12][CH2:11]3)[CH2:8][CH2:7]1)=C=O.[ClH:44]. The catalyst is C1COCC1. The product is [ClH:44].[NH2:1][C@:4]12[CH2:39][CH2:38][C@@H:37]([C:40]3([CH3:43])[CH2:42][CH2:41]3)[C@@H:5]1[C@@H:6]1[C@@:19]([CH3:22])([CH2:20][CH2:21]2)[C@@:18]2([CH3:23])[C@@H:9]([C@:10]3([CH3:36])[C@@H:15]([CH2:16][CH2:17]2)[C:14]([CH3:24])([CH3:25])[C:13]([C:26]2[CH:27]=[CH:28][C:29]([C:30]([O:32][CH3:33])=[O:31])=[CH:34][CH:35]=2)=[CH:12][CH2:11]3)[CH2:8][CH2:7]1. The yield is 1.00. (9) The reactants are C([O:3][C:4](=[O:34])[CH2:5][N:6]([S:28]([N:31]([CH3:33])[CH3:32])(=[O:30])=[O:29])[CH2:7][C:8]1[CH:13]=[CH:12][C:11]([O:14][CH2:15][C:16]2[N:17]=[C:18]([C:22]3[CH:27]=[CH:26][CH:25]=[CH:24][CH:23]=3)[O:19][C:20]=2[CH3:21])=[CH:10][CH:9]=1)C.O.[OH-].[Li+]. No catalyst specified. The product is [CH3:32][N:31]([S:28]([N:6]([CH2:5][C:4]([OH:34])=[O:3])[CH2:7][C:8]1[CH:9]=[CH:10][C:11]([O:14][CH2:15][C:16]2[N:17]=[C:18]([C:22]3[CH:23]=[CH:24][CH:25]=[CH:26][CH:27]=3)[O:19][C:20]=2[CH3:21])=[CH:12][CH:13]=1)(=[O:29])=[O:30])[CH3:33]. The yield is 0.990.